Dataset: Reaction yield outcomes from USPTO patents with 853,638 reactions. Task: Predict the reaction yield, written as a fraction of the theoretical maximum amount of product (1.0 means a 100% yield; for example, 0.34 means a 34% yield). (1) The reactants are BrC1C=C2C(=CC=1)C(=O)OC2=O.[CH:13]([NH2:15])=[O:14].[Br:16][C:17]1[CH:27]=[C:21]2C([NH:24][C:25](=[O:26])[C:20]2=[CH:19][CH:18]=1)=O.[OH-].[K+:29]. The catalyst is C(O)C. The product is [Br:16][C:17]1[CH:27]=[C:21]([C:13](=[NH:15])[O-:14])[C:20]([C:25](=[NH:24])[O-:26])=[CH:19][CH:18]=1.[K+:29].[K+:29]. The yield is 0.500. (2) The reactants are [F:1][C:2]1[C:7]([F:8])=[CH:6][CH:5]=[CH:4][C:3]=1[OH:9].[N+:10]([O-])([OH:12])=[O:11]. The catalyst is C(Cl)Cl. The product is [F:1][C:2]1[C:7]([F:8])=[C:6]([N+:10]([O-:12])=[O:11])[CH:5]=[CH:4][C:3]=1[OH:9]. The yield is 0.290. (3) The reactants are C1(=O)[N:5]([CH:6]2[N:12]=[C:11]([C:13]3[CH:18]=[CH:17][CH:16]=[CH:15][C:14]=3[F:19])[C:10]3[CH:20]=[CH:21][CH:22]=[C:23]([CH2:24][CH3:25])[C:9]=3[NH:8][C:7]2=[O:26])C(=O)C2=CC=CC=C12.O.NN. The catalyst is CO.O1CCCC1.C(OCC)(=O)C. The product is [NH2:5][CH:6]1[N:12]=[C:11]([C:13]2[CH:18]=[CH:17][CH:16]=[CH:15][C:14]=2[F:19])[C:10]2[CH:20]=[CH:21][CH:22]=[C:23]([CH2:24][CH3:25])[C:9]=2[NH:8][C:7]1=[O:26]. The yield is 0.810.